From a dataset of Catalyst prediction with 721,799 reactions and 888 catalyst types from USPTO. Predict which catalyst facilitates the given reaction. (1) Reactant: [F:1][CH:2]([F:14])[C:3]([N:5]1[CH2:10][CH2:9][N:8]([CH2:11][CH2:12][OH:13])[CH2:7][CH2:6]1)=[O:4].N1C=CN=C1.Cl[Si:21]([CH:28]([CH3:30])[CH3:29])([CH:25]([CH3:27])[CH3:26])[CH:22]([CH3:24])[CH3:23]. Product: [F:14][CH:2]([F:1])[C:3]([N:5]1[CH2:10][CH2:9][N:8]([CH2:11][CH2:12][O:13][Si:21]([CH:28]([CH3:30])[CH3:29])([CH:25]([CH3:27])[CH3:26])[CH:22]([CH3:24])[CH3:23])[CH2:7][CH2:6]1)=[O:4]. The catalyst class is: 1. (2) Reactant: [CH3:1][C:2]1[CH:7]=[C:6]([C:8]#[C:9][Si](C)(C)C)[CH:5]=[C:4]([CH3:14])[C:3]=1[C:15]1[C:16](=[O:28])[NH:17][C:18]2([CH2:25][CH2:24][N:23]([O:26][CH3:27])[CH2:22][CH2:21]2)[C:19]=1[OH:20].[C:29](=O)([O-])[O-].[K+].[K+]. Product: [C:8]([C:6]1[CH:7]=[C:2]([CH3:1])[C:3]([C:15]2[C:16](=[O:28])[N:17]([CH3:29])[C:18]3([CH2:21][CH2:22][N:23]([O:26][CH3:27])[CH2:24][CH2:25]3)[C:19]=2[OH:20])=[C:4]([CH3:14])[CH:5]=1)#[CH:9]. The catalyst class is: 5.